This data is from Catalyst prediction with 721,799 reactions and 888 catalyst types from USPTO. The task is: Predict which catalyst facilitates the given reaction. (1) Reactant: [OH:1][CH:2]1[CH2:20][C:7]2=[N:8][N:9]([CH2:11][C:12]3[CH:17]=[CH:16][C:15]([O:18][CH3:19])=[CH:14][CH:13]=3)[CH:10]=[C:6]2[C:5](=[O:21])[CH2:4][CH2:3]1.[H-].[Na+].[CH3:24]I. Product: [CH3:24][O:1][CH:2]1[CH2:3][CH2:4][C:5](=[O:21])[C:6]2=[CH:10][N:9]([CH2:11][C:12]3[CH:17]=[CH:16][C:15]([O:18][CH3:19])=[CH:14][CH:13]=3)[N:8]=[C:7]2[CH2:20]1. The catalyst class is: 1. (2) Product: [Br:34][C:35]1[CH:36]=[C:37]([C:41]([N:43]=[C:44]=[S:45])=[O:42])[CH:38]=[CH:39][CH:40]=1.[Br:34][C:35]1[CH:36]=[C:37]([CH:38]=[CH:39][CH:40]=1)[C:41]([NH:43][C:44]([NH:30][C:29]1[CH:31]=[CH:32][C:26]([O:25][C:16]2[C:15]3[C:20](=[CH:21][C:22]([O:23][CH3:24])=[C:13]([O:12][CH3:11])[CH:14]=3)[N:19]=[CH:18][CH:17]=2)=[C:27]([F:33])[CH:28]=1)=[S:45])=[O:42]. Reactant: BrC1C=C(C(Cl)=O)C=CC=1.[CH3:11][O:12][C:13]1[CH:14]=[C:15]2[C:20](=[CH:21][C:22]=1[O:23][CH3:24])[N:19]=[CH:18][CH:17]=[C:16]2[O:25][C:26]1[CH:32]=[CH:31][C:29]([NH2:30])=[CH:28][C:27]=1[F:33].[Br:34][C:35]1[CH:36]=[C:37]([C:41]([N:43]=[C:44]=[S:45])=[O:42])[CH:38]=[CH:39][CH:40]=1. The catalyst class is: 234.